Predict the product of the given reaction. From a dataset of Forward reaction prediction with 1.9M reactions from USPTO patents (1976-2016). (1) Given the reactants [C:1]([C:3]1([C:30]2[CH:35]=[CH:34][CH:33]=[CH:32][N:31]=2)[CH2:8][CH2:7][N:6]([CH2:9][C:10]2[CH:11]=[C:12]([C:21]([NH:23]C3CCCNC3)=[O:22])[C:13](=[O:20])[N:14]3[C:19]=2[CH:18]=[CH:17][CH:16]=[CH:15]3)[CH2:5][CH2:4]1)#[N:2].N[CH:37]1[CH2:42][CH2:41][CH2:40][N:39](C(OC(C)(C)C)=O)[CH2:38]1, predict the reaction product. The product is: [C:1]([C:3]1([C:30]2[CH:35]=[CH:34][CH:33]=[CH:32][N:31]=2)[CH2:8][CH2:7][N:6]([CH2:9][C:10]2[CH:11]=[C:12]([C:21]([NH:23][CH:42]3[CH2:41][CH2:40][NH:39][CH2:38][CH2:37]3)=[O:22])[C:13](=[O:20])[N:14]3[C:19]=2[CH:18]=[CH:17][CH:16]=[CH:15]3)[CH2:5][CH2:4]1)#[N:2]. (2) Given the reactants [CH3:1][O:2][C:3]1[CH:8]=[CH:7][C:6]([C:9]2([CH:18]3[CH2:23][CH2:22][N:21]([CH:24]([CH3:28])[CH2:25][CH2:26][NH2:27])[CH2:20][CH2:19]3)[O:13][C:12]3[CH:14]=[CH:15][CH:16]=[CH:17][C:11]=3[O:10]2)=[CH:5][CH:4]=1.[CH3:29][C:30]1[C:35]([C:36](O)=[O:37])=[C:34]([CH3:39])[N:33]=[CH:32][N:31]=1, predict the reaction product. The product is: [CH3:1][O:2][C:3]1[CH:8]=[CH:7][C:6]([C:9]2([CH:18]3[CH2:23][CH2:22][N:21]([CH:24]([CH3:28])[CH2:25][CH2:26][NH:27][C:36]([C:35]4[C:30]([CH3:29])=[N:31][CH:32]=[N:33][C:34]=4[CH3:39])=[O:37])[CH2:20][CH2:19]3)[O:13][C:12]3[CH:14]=[CH:15][CH:16]=[CH:17][C:11]=3[O:10]2)=[CH:5][CH:4]=1. (3) Given the reactants [CH3:1][O:2][C:3](=[O:15])[C@H:4]([CH3:14])[NH:5][C:6]1[CH:11]=[CH:10][C:9]([Cl:12])=[C:8]([Cl:13])[CH:7]=1.[CH2:16](O)[CH:17]=C, predict the reaction product. The product is: [CH2:1]([O:2][C:3](=[O:15])[C@H:4]([CH3:14])[NH:5][C:6]1[CH:11]=[CH:10][C:9]([Cl:12])=[C:8]([Cl:13])[CH:7]=1)[CH:16]=[CH2:17]. (4) Given the reactants [H-].[Na+].[CH3:3][S:4]([NH2:7])(=[O:6])=[O:5].[F:8][C:9]1[CH:18]=[CH:17][C:16]2[NH:15][CH:14]([C:19]3[CH:24]=[CH:23][CH:22]=[C:21]([N:25]4[CH2:30][CH2:29][O:28][CH2:27][CH2:26]4)[CH:20]=3)[C:13]([CH3:32])([CH3:31])[CH2:12][C:11]=2[C:10]=1[C:33](O)=[O:34].C(N1C=CN=C1)(N1C=CN=C1)=O, predict the reaction product. The product is: [F:8][C:9]1[CH:18]=[CH:17][C:16]2[NH:15][CH:14]([C:19]3[CH:24]=[CH:23][CH:22]=[C:21]([N:25]4[CH2:26][CH2:27][O:28][CH2:29][CH2:30]4)[CH:20]=3)[C:13]([CH3:31])([CH3:32])[CH2:12][C:11]=2[C:10]=1[C:33]([NH:7][S:4]([CH3:3])(=[O:6])=[O:5])=[O:34]. (5) The product is: [NH2:8][C:9]1[S:13][C:12]([C:14]2[C:15]([F:21])=[CH:16][CH:17]=[CH:18][C:19]=2[F:20])=[N:11][C:10]=1[C:22]([NH:24][C:25]1[CH:26]=[N:27][N:28]([CH3:45])[C:29]=1[N:30]1[CH2:35][C@H:34]([F:36])[CH2:33][C@@H:32]([NH2:37])[CH2:31]1)=[O:23]. Given the reactants C(OC([NH:8][C:9]1[S:13][C:12]([C:14]2[C:19]([F:20])=[CH:18][CH:17]=[CH:16][C:15]=2[F:21])=[N:11][C:10]=1[C:22]([NH:24][C:25]1[CH:26]=[N:27][N:28]([CH3:45])[C:29]=1[N:30]1[CH2:35][C@H:34]([F:36])[CH2:33][C@@H:32]([NH:37]C(=O)OC(C)(C)C)[CH2:31]1)=[O:23])=O)(C)(C)C.N, predict the reaction product. (6) Given the reactants [Cl:1][C:2]1[C:7]([Cl:8])=[CH:6][C:5]([CH3:9])=[C:4]([N+:10]([O-:12])=[O:11])[CH:3]=1.[CH3:13][N:14]([CH:16]=O)[CH3:15], predict the reaction product. The product is: [Cl:1][C:2]1[C:7]([Cl:8])=[CH:6][C:5](/[CH:9]=[CH:13]/[N:14]([CH3:16])[CH3:15])=[C:4]([N+:10]([O-:12])=[O:11])[CH:3]=1. (7) The product is: [CH2:1]([NH:8][CH2:9][CH2:10][CH2:11][NH:12][CH2:13][C:14]1[CH:15]=[CH:16][CH:17]=[CH:18][CH:19]=1)[C:2]1[CH:3]=[CH:4][CH:5]=[CH:6][CH:7]=1. Given the reactants [CH2:1]([NH:8][CH2:9][CH:10](O)[CH2:11][NH:12][CH2:13][C:14]1[CH:19]=[CH:18][CH:17]=[CH:16][CH:15]=1)[C:2]1[CH:7]=[CH:6][CH:5]=[CH:4][CH:3]=1.NCCCN.[O-]S([O-])(=O)=O.[Na+].[Na+].C(=O)C1C=CC=CC=1.[BH4-].[Na+].C(N(CC1C=CC=CC=1)CCCN)C1C=CC=CC=1, predict the reaction product.